The task is: Predict the reaction yield, written as a fraction of the theoretical maximum amount of product (1.0 means a 100% yield; for example, 0.34 means a 34% yield).. This data is from Reaction yield outcomes from USPTO patents with 853,638 reactions. (1) The reactants are [CH3:1][C:2]1[N:7]=[CH:6][C:5]([C:8]2([C:14](=O)[CH3:15])[CH2:13][CH2:12][O:11][CH2:10][CH2:9]2)=[CH:4][N:3]=1.N.[BH3-]C#[N:20].[Na+]. The catalyst is CCO. The product is [CH3:1][C:2]1[N:7]=[CH:6][C:5]([C:8]2([CH:14]([NH2:20])[CH3:15])[CH2:13][CH2:12][O:11][CH2:10][CH2:9]2)=[CH:4][N:3]=1. The yield is 0.333. (2) The reactants are Cl[C:2]1[C:7]([Cl:8])=[CH:6][CH:5]=[CH:4][C:3]=1[CH:9]([NH2:17])[CH2:10][C:11]1[CH:16]=[CH:15][CH:14]=[CH:13][CH:12]=1.[OH-].[Na+].[CH3:20]O. No catalyst specified. The product is [Cl:8][C:7]1[C:2]([CH3:20])=[C:3]([CH:9]([NH2:17])[CH2:10][C:11]2[CH:16]=[CH:15][CH:14]=[CH:13][CH:12]=2)[CH:4]=[CH:5][CH:6]=1. The yield is 0.750. (3) The product is [CH3:28][C:23]1([CH3:29])[C:24]([CH3:27])([CH3:26])[O:25][B:21]([C:2]2[CH:3]=[C:4]([B:8]3[NH:19][C:18]4[C:20]5[C:14]([CH:15]=[CH:16][CH:17]=4)=[CH:13][CH:12]=[CH:11][C:10]=5[NH:9]3)[CH:5]=[CH:6][CH:7]=2)[O:22]1. The catalyst is O1CCOCC1.C1C=CC(/C=C/C(/C=C/C2C=CC=CC=2)=O)=CC=1.C1C=CC(/C=C/C(/C=C/C2C=CC=CC=2)=O)=CC=1.[Pd].[Pd]. The yield is 0.610. The reactants are Br[C:2]1[CH:3]=[C:4]([B:8]2[NH:19][C:18]3[C:20]4[C:14]([CH:15]=[CH:16][CH:17]=3)=[CH:13][CH:12]=[CH:11][C:10]=4[NH:9]2)[CH:5]=[CH:6][CH:7]=1.[B:21]1([B:21]2[O:25][C:24]([CH3:27])([CH3:26])[C:23]([CH3:29])([CH3:28])[O:22]2)[O:25][C:24]([CH3:27])([CH3:26])[C:23]([CH3:29])([CH3:28])[O:22]1.C1(P(C2CCCCC2)C2CCCCC2)CCCCC1.C([O-])(=O)C.[K+].